This data is from Reaction yield outcomes from USPTO patents with 853,638 reactions. The task is: Predict the reaction yield, written as a fraction of the theoretical maximum amount of product (1.0 means a 100% yield; for example, 0.34 means a 34% yield). (1) The reactants are [F:1][C:2]1[CH:13]=[CH:12][C:5]2[NH:6][C:7](=[O:11])[O:8][C:9](=[O:10])[C:4]=2[CH:3]=1.[H-].[Na+].[CH2:16](Br)[C:17]1[CH:22]=[CH:21][CH:20]=[CH:19][CH:18]=1. The catalyst is CN(C=O)C. The product is [CH2:16]([N:6]1[C:5]2[CH:12]=[CH:13][C:2]([F:1])=[CH:3][C:4]=2[C:9](=[O:10])[O:8][C:7]1=[O:11])[C:17]1[CH:22]=[CH:21][CH:20]=[CH:19][CH:18]=1. The yield is 0.420. (2) The reactants are [NH2:1][C:2]([C:4]1[O:5][C:6]2[CH:12]=[C:11]([C:13]([O:15]C)=[O:14])[CH:10]=[CH:9][C:7]=2[CH:8]=1)=[O:3].[OH-].[Na+]. The catalyst is CO.O. The product is [NH2:1][C:2]([C:4]1[O:5][C:6]2[CH:12]=[C:11]([C:13]([OH:15])=[O:14])[CH:10]=[CH:9][C:7]=2[CH:8]=1)=[O:3]. The yield is 0.930.